Dataset: Reaction yield outcomes from USPTO patents with 853,638 reactions. Task: Predict the reaction yield, written as a fraction of the theoretical maximum amount of product (1.0 means a 100% yield; for example, 0.34 means a 34% yield). The reactants are [H-].[H-].[H-].[H-].[Li+].[Al+3].C([O:9][C:10](=O)[CH2:11][CH2:12][N:13]1[CH2:18][CH2:17][CH:16]([NH:19][C:20]2[N:24]([CH2:25][C:26]3[C:31]([OH:32])=[CH:30][CH:29]=[C:28]([CH3:33])[N:27]=3)[C:23]3[CH:34]=[C:35]([CH3:39])[CH:36]=[C:37]([CH3:38])[C:22]=3[N:21]=2)[CH2:15][CH2:14]1)C.O.C(OC(=O)C)C. The catalyst is O1CCCC1. The product is [OH:9][CH2:10][CH2:11][CH2:12][N:13]1[CH2:18][CH2:17][CH:16]([NH:19][C:20]2[N:24]([CH2:25][C:26]3[C:31]([OH:32])=[CH:30][CH:29]=[C:28]([CH3:33])[N:27]=3)[C:23]3[CH:34]=[C:35]([CH3:39])[CH:36]=[C:37]([CH3:38])[C:22]=3[N:21]=2)[CH2:15][CH2:14]1. The yield is 0.680.